From a dataset of NCI-60 drug combinations with 297,098 pairs across 59 cell lines. Regression. Given two drug SMILES strings and cell line genomic features, predict the synergy score measuring deviation from expected non-interaction effect. (1) Drug 1: COC1=NC(=NC2=C1N=CN2C3C(C(C(O3)CO)O)O)N. Drug 2: CC1C(C(CC(O1)OC2CC(CC3=C2C(=C4C(=C3O)C(=O)C5=C(C4=O)C(=CC=C5)OC)O)(C(=O)CO)O)N)O.Cl. Cell line: TK-10. Synergy scores: CSS=24.7, Synergy_ZIP=-0.725, Synergy_Bliss=0.263, Synergy_Loewe=-27.8, Synergy_HSA=-0.103. (2) Drug 1: C1=CC(=C2C(=C1NCCNCCO)C(=O)C3=C(C=CC(=C3C2=O)O)O)NCCNCCO. Drug 2: CC1=C(C(=O)C2=C(C1=O)N3CC4C(C3(C2COC(=O)N)OC)N4)N. Cell line: SNB-19. Synergy scores: CSS=67.2, Synergy_ZIP=4.94, Synergy_Bliss=3.64, Synergy_Loewe=4.81, Synergy_HSA=9.33.